This data is from Full USPTO retrosynthesis dataset with 1.9M reactions from patents (1976-2016). The task is: Predict the reactants needed to synthesize the given product. (1) The reactants are: [CH2:1]([N:8]([CH2:13][CH2:14][CH2:15][OH:16])[C:9](=[O:12])[CH2:10]Cl)[C:2]1[CH:7]=[CH:6][CH:5]=[CH:4][CH:3]=1.[H-].[Na+]. Given the product [CH2:1]([N:8]1[CH2:13][CH2:14][CH2:15][O:16][CH2:10][C:9]1=[O:12])[C:2]1[CH:7]=[CH:6][CH:5]=[CH:4][CH:3]=1, predict the reactants needed to synthesize it. (2) The reactants are: [CH2:1]([O:8][C:9]([C@:11]1([C:31]2([OH:35])[CH2:34][CH2:33][CH2:32]2)[CH2:15][C@H:14]([N:16]([C:25](=[O:30])[C:26]([F:29])([F:28])[F:27])[C@@H:17]2[C@H:22]([O:23][CH3:24])[CH2:21][O:20][CH2:19][CH2:18]2)[CH:13]=[CH:12]1)=[O:10])[C:2]1[CH:7]=[CH:6][CH:5]=[CH:4][CH:3]=1.C(N(C(C)C)CC)(C)C.[C:45](Cl)(=[O:47])[CH3:46]. Given the product [C:45]([O:35][C:31]1([C@@:11]2([C:9]([O:8][CH2:1][C:2]3[CH:7]=[CH:6][CH:5]=[CH:4][CH:3]=3)=[O:10])[CH2:15][C@H:14]([N:16]([C:25](=[O:30])[C:26]([F:27])([F:28])[F:29])[C@@H:17]3[C@H:22]([O:23][CH3:24])[CH2:21][O:20][CH2:19][CH2:18]3)[CH:13]=[CH:12]2)[CH2:32][CH2:33][CH2:34]1)(=[O:47])[CH3:46], predict the reactants needed to synthesize it.